Dataset: Reaction yield outcomes from USPTO patents with 853,638 reactions. Task: Predict the reaction yield, written as a fraction of the theoretical maximum amount of product (1.0 means a 100% yield; for example, 0.34 means a 34% yield). (1) The reactants are [F:1][C:2]1[CH:3]=[C:4]([CH:36]=[CH:37][C:38]=1[F:39])[CH2:5][N:6]1[C:15](=[O:16])[C:14]([C:17]2[NH:22][C:21]3[CH:23]=[CH:24][C:25]([NH:27][S:28]([CH3:31])(=[O:30])=[O:29])=[CH:26][C:20]=3[S:19](=[O:33])(=[O:32])[N:18]=2)=[C:13]([OH:34])[C@H:12]2[C@@H:7]1[C@H:8]1[CH2:35][C@@H:11]2[CH2:10][CH2:9]1.[C:40](=O)([O-])[O-].[K+].[K+].IC. The catalyst is CN(C)C=O. The product is [F:1][C:2]1[CH:3]=[C:4]([CH:36]=[CH:37][C:38]=1[F:39])[CH2:5][N:6]1[C:15](=[O:16])[C:14]([C:17]2[NH:22][C:21]3[CH:23]=[CH:24][C:25]([N:27]([CH3:40])[S:28]([CH3:31])(=[O:29])=[O:30])=[CH:26][C:20]=3[S:19](=[O:33])(=[O:32])[N:18]=2)=[C:13]([OH:34])[C@H:12]2[C@@H:7]1[C@H:8]1[CH2:35][C@@H:11]2[CH2:10][CH2:9]1. The yield is 0.770. (2) The product is [CH2:28]([N:18]1[N:19]=[C:20]2[CH:25]=[CH:24][CH:23]=[CH:22][C:21]2=[N:17]1)[CH2:27][C:26]#[CH:31]. The catalyst is C(Cl)Cl. The reactants are CC(OC(/N=N/C(OC(C)(C)C)=O)=O)(C)C.[NH:17]1[C:21]2[CH:22]=[CH:23][CH:24]=[CH:25][C:20]=2[N:19]=[N:18]1.[C:26]1(P([C:26]2[CH:31]=CC=[CH:28][CH:27]=2)[C:26]2[CH:31]=CC=[CH:28][CH:27]=2)[CH:31]=CC=[CH:28][CH:27]=1. The yield is 0.250. (3) The reactants are [NH2:1][C:2]1[CH:3]=[C:4]([CH:21]=[CH:22][C:23]=1[CH3:24])[O:5][C:6]1[CH:7]=[CH:8][C:9]2[N:10]([CH:12]=[C:13]([NH:15][C:16]([CH:18]3[CH2:20][CH2:19]3)=[O:17])[N:14]=2)[N:11]=1.[C:25]([N:29]1[C:33]([C:34](Cl)=[O:35])=[CH:32][C:31]([CH3:37])=[N:30]1)([CH3:28])([CH3:27])[CH3:26].C(OCC)(=O)C.O1CCCC1.C(=O)([O-])O.[Na+]. The catalyst is CN(C)C(=O)C. The product is [C:25]([N:29]1[C:33]([C:34]([NH:1][C:2]2[CH:3]=[C:4]([O:5][C:6]3[CH:7]=[CH:8][C:9]4[N:10]([CH:12]=[C:13]([NH:15][C:16]([CH:18]5[CH2:20][CH2:19]5)=[O:17])[N:14]=4)[N:11]=3)[CH:21]=[CH:22][C:23]=2[CH3:24])=[O:35])=[CH:32][C:31]([CH3:37])=[N:30]1)([CH3:28])([CH3:27])[CH3:26]. The yield is 0.0400. (4) The reactants are [C:1]([O:5][C:6]([N:8]1[C:16]2[C:11](=[CH:12][C:13]([NH2:17])=[CH:14][CH:15]=2)[CH2:10][CH2:9]1)=[O:7])([CH3:4])([CH3:3])[CH3:2].Br[CH2:19][CH2:20][CH2:21][CH2:22][C:23](Cl)=[O:24].C1COCC1.CC(C)([O-])C.[K+]. The catalyst is O. The product is [O:24]=[C:23]1[CH2:22][CH2:21][CH2:20][CH2:19][N:17]1[C:13]1[CH:12]=[C:11]2[C:16](=[CH:15][CH:14]=1)[N:8]([C:6]([O:5][C:1]([CH3:4])([CH3:2])[CH3:3])=[O:7])[CH2:9][CH2:10]2. The yield is 0.500. (5) The reactants are [N+]([C:4]1[CH:11]=[CH:10][CH:9]=[C:8]([N+:12]([O-:14])=[O:13])[C:5]=1[C:6]#[N:7])([O-])=O.[OH:15][CH2:16][C@H:17]1[CH2:21][CH2:20][CH2:19][N:18]1[C:22]([O:24][C:25]([CH3:28])([CH3:27])[CH3:26])=[O:23]. No catalyst specified. The product is [C:6]([C:5]1[C:8]([N+:12]([O-:14])=[O:13])=[CH:9][CH:10]=[CH:11][C:4]=1[O:15][CH2:16][C@H:17]1[CH2:21][CH2:20][CH2:19][N:18]1[C:22]([O:24][C:25]([CH3:28])([CH3:27])[CH3:26])=[O:23])#[N:7]. The yield is 0.870.